The task is: Predict which catalyst facilitates the given reaction.. This data is from Catalyst prediction with 721,799 reactions and 888 catalyst types from USPTO. Reactant: [C:1]([C:4]1[N:9]=[C:8]([C:10](=O)[CH3:11])[CH:7]=[CH:6][CH:5]=1)(=[O:3])[CH3:2].[CH3:13][C:14]1[CH:19]=[CH:18][CH:17]=[C:16]([CH3:20])[C:15]=1[NH2:21].C1(C)C=CC(S(O)(=O)=O)=CC=1. Product: [CH3:13][C:14]1[CH:19]=[CH:18][CH:17]=[C:16]([CH3:20])[C:15]=1[N:21]=[C:10]([C:8]1[N:9]=[C:4]([C:1](=[O:3])[CH3:2])[CH:5]=[CH:6][CH:7]=1)[CH3:11]. The catalyst class is: 259.